Dataset: Reaction yield outcomes from USPTO patents with 853,638 reactions. Task: Predict the reaction yield, written as a fraction of the theoretical maximum amount of product (1.0 means a 100% yield; for example, 0.34 means a 34% yield). (1) The reactants are [Br:1][C:2]1[CH:3]=[CH:4][C:5]([OH:25])=[C:6]([CH:24]=1)[C:7]([NH:9][C:10]1[S:11][C:12]([C:21](O)=[O:22])=[C:13]([C:15]2[CH:20]=[CH:19][CH:18]=[CH:17][CH:16]=2)[N:14]=1)=[O:8].CN.O.O[N:30]1[C:34]2C=CC=CC=2N=N1.CCN=C=NCCCN(C)C.Cl.Cl. The catalyst is O1CCCC1. The product is [Br:1][C:2]1[CH:3]=[CH:4][C:5]([OH:25])=[C:6]([CH:24]=1)[C:7]([NH:9][C:10]1[S:11][C:12]([C:21]([NH:30][CH3:34])=[O:22])=[C:13]([C:15]2[CH:20]=[CH:19][CH:18]=[CH:17][CH:16]=2)[N:14]=1)=[O:8]. The yield is 0.426. (2) The reactants are [CH:1]1([N:4]([CH2:8][C:9]2[CH:10]=[C:11]([C:23]([OH:25])=[O:24])[CH:12]=[C:13]3[C:18]=2[O:17][C:16]([CH3:20])([CH3:19])[CH2:15][C:14]3([CH3:22])[CH3:21])[CH:5]([CH3:7])[CH3:6])[CH2:3][CH2:2]1.C(O[C:30]1[CH:35]=[CH:34][C:33](O)=[CH:32][C:31]=1C[C:30]1[CH:35]=[CH:34][CH:33]=[CH:32][CH:31]=1)(=O)C.Cl.CN(C)CCCN=C=NCC.[C:56]([O:59][CH2:60][CH3:61])(=[O:58])[CH3:57].[CH3:62][CH2:63][CH2:64][CH2:65][CH2:66]C. The catalyst is ClCCl.CN(C)C1C=CN=CC=1. The product is [CH2:60]([O:59][C:56]([CH2:57][C:35]1[CH:30]=[CH:31][C:32]([O:24][C:23]([C:11]2[CH:12]=[C:13]3[C:18](=[C:9]([CH2:8][N:4]([CH:1]4[CH2:3][CH2:2]4)[CH:5]([CH3:7])[CH3:6])[CH:10]=2)[O:17][C:16]([CH3:19])([CH3:20])[CH2:15][C:14]3([CH3:22])[CH3:21])=[O:25])=[CH:33][CH:34]=1)=[O:58])[C:61]1[CH:66]=[CH:65][CH:64]=[CH:63][CH:62]=1. The yield is 0.690. (3) The reactants are [Cl:1][C:2]1[N:3]=[C:4]2[CH:12]=[C:11]([N+:13]([O-:15])=[O:14])[CH:10]=[N:9][C:5]2=[N:6][C:7]=1Cl.Cl.[NH:17]1[CH2:20][CH:19]([N:21]([CH3:29])[C:22](=[O:28])[O:23][C:24]([CH3:27])([CH3:26])[CH3:25])[CH2:18]1. The catalyst is C(Cl)Cl. The product is [Cl:1][C:2]1[N:3]=[C:4]2[CH:12]=[C:11]([N+:13]([O-:15])=[O:14])[CH:10]=[N:9][C:5]2=[N:6][C:7]=1[N:17]1[CH2:20][CH:19]([N:21]([CH3:29])[C:22](=[O:28])[O:23][C:24]([CH3:25])([CH3:26])[CH3:27])[CH2:18]1. The yield is 0.870. (4) The reactants are [Cl:1][C:2]1[N:7]=[C:6]([NH:8][C:9]2[CH:30]=[CH:29][C:12]([O:13][CH2:14][CH2:15][CH:16]3[CH2:21][CH2:20][N:19]([C:22]([O:24][C:25]([CH3:28])([CH3:27])[CH3:26])=[O:23])[CH2:18][CH2:17]3)=[C:11](I)[CH:10]=2)[C:5]([Cl:32])=[CH:4][N:3]=1.[CH:33]([C:35]1[CH:36]=[C:37]([NH2:41])[CH:38]=[N:39][CH:40]=1)=[CH2:34]. No catalyst specified. The product is [NH2:41][C:37]1[CH:36]=[C:35](/[CH:33]=[CH:34]/[C:11]2[CH:10]=[C:9]([NH:8][C:6]3[C:5]([Cl:32])=[CH:4][N:3]=[C:2]([Cl:1])[N:7]=3)[CH:30]=[CH:29][C:12]=2[O:13][CH2:14][CH2:15][CH:16]2[CH2:21][CH2:20][N:19]([C:22]([O:24][C:25]([CH3:28])([CH3:27])[CH3:26])=[O:23])[CH2:18][CH2:17]2)[CH:40]=[N:39][CH:38]=1. The yield is 0.990. (5) The reactants are C(OC(=O)[NH:7][C:8]1[CH:13]=[CH:12][CH:11]=[C:10]([C:14]2[CH:19]=[CH:18][C:17]([CH2:20][NH:21][S:22]([CH3:25])(=[O:24])=[O:23])=[CH:16][CH:15]=2)[N:9]=1)(C)(C)C. The catalyst is Cl.CO. The product is [NH2:7][C:8]1[N:9]=[C:10]([C:14]2[CH:15]=[CH:16][C:17]([CH2:20][NH:21][S:22]([CH3:25])(=[O:24])=[O:23])=[CH:18][CH:19]=2)[CH:11]=[CH:12][CH:13]=1. The yield is 0.800.